Dataset: Catalyst prediction with 721,799 reactions and 888 catalyst types from USPTO. Task: Predict which catalyst facilitates the given reaction. (1) Reactant: [NH2:1][C:2]1[CH:9]=[CH:8][C:5]([C:6]#[N:7])=[CH:4][N:3]=1.N1C=CC=CC=1.[F:16][C:17]([F:28])([F:27])[C:18](O[C:18](=[O:19])[C:17]([F:28])([F:27])[F:16])=[O:19]. Product: [C:6]([C:5]1[CH:8]=[CH:9][C:2]([NH:1][C:18](=[O:19])[C:17]([F:28])([F:27])[F:16])=[N:3][CH:4]=1)#[N:7]. The catalyst class is: 7. (2) Reactant: [OH:1][C:2]1[CH:3]=[C:4]([CH:7]=[CH:8][C:9]=1[O:10][CH3:11])[CH:5]=[O:6].[CH2:12](Br)[CH:13]=[CH2:14].C([O-])([O-])=O.[K+].[K+]. Product: [CH2:14]([O:1][C:2]1[CH:3]=[C:4]([CH:7]=[CH:8][C:9]=1[O:10][CH3:11])[CH:5]=[O:6])[CH:13]=[CH2:12]. The catalyst class is: 3. (3) Reactant: [Cl:1][C:2]1[S:6][C:5]([C:7]2[NH:8][C:9](=[O:16])[C:10]([CH2:14][CH3:15])=[C:11]([CH3:13])[N:12]=2)=[CH:4][CH:3]=1.C(N(CC)C(C)C)(C)C.[S:26](O[S:26]([C:29]([F:32])([F:31])[F:30])(=[O:28])=[O:27])([C:29]([F:32])([F:31])[F:30])(=[O:28])=[O:27].C([O-])(O)=O.[Na+]. Product: [Cl:1][C:2]1[S:6][C:5]([C:7]2[N:8]=[C:9]([O:16][S:26]([C:29]([F:32])([F:31])[F:30])(=[O:28])=[O:27])[C:10]([CH2:14][CH3:15])=[C:11]([CH3:13])[N:12]=2)=[CH:4][CH:3]=1. The catalyst class is: 4. (4) Reactant: [Br:1][C:2]1[C:3]([O:19][CH3:20])=[C:4]([NH:12][C:13](=[O:18])[C:14]([CH3:17])([CH3:16])[CH3:15])[C:5]([C:10]#[N:11])=[C:6]([CH3:9])[C:7]=1I.[CH2:21]([O:28][C:29]1[CH:30]=[C:31](B(O)O)[CH:32]=[CH:33][CH:34]=1)[C:22]1[CH:27]=[CH:26][CH:25]=[CH:24][CH:23]=1.P([O-])([O-])([O-])=O.[K+].[K+].[K+]. Product: [CH2:21]([O:28][C:29]1[CH:34]=[C:33]([C:7]2[C:6]([CH3:9])=[C:5]([C:10]#[N:11])[C:4]([NH:12][C:13](=[O:18])[C:14]([CH3:17])([CH3:16])[CH3:15])=[C:3]([O:19][CH3:20])[C:2]=2[Br:1])[CH:32]=[CH:31][CH:30]=1)[C:22]1[CH:27]=[CH:26][CH:25]=[CH:24][CH:23]=1. The catalyst class is: 535. (5) The catalyst class is: 9. Product: [Br:3][C:4]1[N:9]2[N:10]=[C:11]([O:21][CH3:22])[C:12]([N:13]([CH2:24][CH:25]3[CH2:27][CH2:26]3)[C:14](=[O:20])[O:15][C:16]([CH3:17])([CH3:18])[CH3:19])=[C:8]2[CH:7]=[CH:6][CH:5]=1. Reactant: [H-].[Na+].[Br:3][C:4]1[N:9]2[N:10]=[C:11]([O:21][CH3:22])[C:12]([NH:13][C:14](=[O:20])[O:15][C:16]([CH3:19])([CH3:18])[CH3:17])=[C:8]2[CH:7]=[CH:6][CH:5]=1.Br[CH2:24][CH:25]1[CH2:27][CH2:26]1.C(OCC)(=O)C.